This data is from Full USPTO retrosynthesis dataset with 1.9M reactions from patents (1976-2016). The task is: Predict the reactants needed to synthesize the given product. (1) Given the product [OH:2][CH2:1][CH2:4][CH2:5][N:6]1[CH:10]=[CH:9][CH:8]=[CH:7]1, predict the reactants needed to synthesize it. The reactants are: [C:1]([CH2:4][CH2:5][N:6]1[CH:10]=[CH:9][CH:8]=[CH:7]1)(O)=[O:2].[H-].[H-].[H-].[H-].[Li+].[Al+3]. (2) Given the product [C:1]([O:5][C:6]([N:8]1[CH2:13][CH2:12][N:11]([C:14]2[CH:15]=[CH:16][C:17]([O:20][CH2:40][CH2:41][CH2:42][OH:43])=[CH:18][CH:19]=2)[C@@H:10]([CH2:21][O:22][C:23]2[CH:32]=[CH:31][C:30]3[C:25](=[CH:26][CH:27]=[CH:28][CH:29]=3)[CH:24]=2)[CH2:9]1)=[O:7])([CH3:4])([CH3:2])[CH3:3], predict the reactants needed to synthesize it. The reactants are: [C:1]([O:5][C:6]([N:8]1[CH2:13][CH2:12][N:11]([C:14]2[CH:19]=[CH:18][C:17]([OH:20])=[CH:16][CH:15]=2)[C@@H:10]([CH2:21][O:22][C:23]2[CH:32]=[CH:31][C:30]3[C:25](=[CH:26][CH:27]=[CH:28][CH:29]=3)[CH:24]=2)[CH2:9]1)=[O:7])([CH3:4])([CH3:3])[CH3:2].C(=O)([O-])[O-].[K+].[K+].Br[CH2:40][CH2:41][CH2:42][OH:43].